From a dataset of Forward reaction prediction with 1.9M reactions from USPTO patents (1976-2016). Predict the product of the given reaction. (1) Given the reactants [CH3:1][O:2][C:3](=[O:24])[CH2:4][NH:5][C:6]([C:8]1[CH:9]=[CH:10][CH:11]=[C:12]2[O:16][C:15]([NH:17][CH:18]3[CH2:23][CH2:22][NH:21][CH2:20][CH2:19]3)=[N:14][C:13]=12)=[O:7].[CH2:25]([O:27][C:28]1[CH:29]=[C:30]([CH:33]=[C:34]([O:37][CH2:38][CH3:39])[C:35]=1[F:36])[CH:31]=O)[CH3:26].C([BH3-])#N.[Na+].C(N(C(C)C)C(C)C)C, predict the reaction product. The product is: [CH3:1][O:2][C:3](=[O:24])[CH2:4][NH:5][C:6]([C:8]1[CH:9]=[CH:10][CH:11]=[C:12]2[O:16][C:15]([NH:17][CH:18]3[CH2:23][CH2:22][N:21]([CH2:31][C:30]4[CH:33]=[C:34]([O:37][CH2:38][CH3:39])[C:35]([F:36])=[C:28]([O:27][CH2:25][CH3:26])[CH:29]=4)[CH2:20][CH2:19]3)=[N:14][C:13]=12)=[O:7]. (2) Given the reactants I[C:2]1[N:3]=[C:4]2[C:10]3[CH:11]=[CH:12][C:13]([C:15]([O:17][CH3:18])=[O:16])=[CH:14][C:9]=3[O:8][CH2:7][CH2:6][N:5]2[CH:19]=1.[CH2:20]([C:22]1[CH:27]=[CH:26][CH:25]=[CH:24][C:23]=1B(O)O)[CH3:21].C(#N)C, predict the reaction product. The product is: [CH2:20]([C:22]1[CH:27]=[CH:26][CH:25]=[CH:24][C:23]=1[C:2]1[N:3]=[C:4]2[C:10]3[CH:11]=[CH:12][C:13]([C:15]([O:17][CH3:18])=[O:16])=[CH:14][C:9]=3[O:8][CH2:7][CH2:6][N:5]2[CH:19]=1)[CH3:21]. (3) The product is: [CH3:1][O:2][C:3]1[CH:4]=[C:5]2[C:10](=[CH:11][C:12]=1[O:13][CH3:14])[N:9]=[CH:8][CH:7]=[C:6]2[O:15][C:16]1[CH:22]=[CH:21][C:19]([NH:20][C:27](=[O:33])[O:26][CH2:24][CH2:41][CH:35]2[CH2:40][CH2:39][CH2:38][CH2:37][CH2:36]2)=[CH:18][CH:17]=1. Given the reactants [CH3:1][O:2][C:3]1[CH:4]=[C:5]2[C:10](=[CH:11][C:12]=1[O:13][CH3:14])[N:9]=[CH:8][CH:7]=[C:6]2[O:15][C:16]1[CH:22]=[CH:21][C:19]([NH2:20])=[CH:18][CH:17]=1.Cl[C:24](Cl)([O:26][C:27](=[O:33])OC(Cl)(Cl)Cl)Cl.[CH:35]1([CH2:41]CO)[CH2:40][CH2:39][CH2:38][CH2:37][CH2:36]1.C(=O)(O)[O-].[Na+], predict the reaction product. (4) Given the reactants [CH:1]1([C:4]([NH2:6])=[O:5])[CH2:3][CH2:2]1.[Br:7][CH2:8][C:9](Br)=[O:10], predict the reaction product. The product is: [Br:7][CH2:8][C:9]([NH:6][C:4]([CH:1]1[CH2:3][CH2:2]1)=[O:5])=[O:10]. (5) The product is: [CH2:15]([O:22][C:23]([N:25]1[CH2:29][CH2:28][CH2:27][CH:26]1[C:30](=[O:31])[CH:10]([C:9]([O:8][C:4]([CH3:7])([CH3:6])[CH3:5])=[O:14])[C:11](=[O:12])[CH3:13])=[O:24])[C:16]1[CH:21]=[CH:20][CH:19]=[CH:18][CH:17]=1. Given the reactants C[Mg]Cl.[C:4]([O:8][C:9](=[O:14])[CH2:10][C:11]([CH3:13])=[O:12])([CH3:7])([CH3:6])[CH3:5].[CH2:15]([O:22][C:23]([N:25]1[CH2:29][CH2:28][CH2:27][CH:26]1[C:30](Cl)=[O:31])=[O:24])[C:16]1[CH:21]=[CH:20][CH:19]=[CH:18][CH:17]=1.[NH4+].[Cl-], predict the reaction product. (6) The product is: [CH2:33]([O:32][C:30](=[O:31])[C:29]([C:10]([C:9]1[CH:13]=[C:14]([F:18])[CH:15]=[C:16]([F:17])[C:8]=1[F:7])=[O:12])=[CH:28][N:27]([CH3:35])[CH3:26])[CH3:34]. Given the reactants C(Cl)(=O)C(Cl)=O.[F:7][C:8]1[C:16]([F:17])=[CH:15][C:14]([F:18])=[CH:13][C:9]=1[C:10]([OH:12])=O.C(N(CC)CC)C.[CH3:26][N:27]([CH3:35])[CH:28]=[CH:29][C:30]([O:32][CH2:33][CH3:34])=[O:31], predict the reaction product.